Predict the reactants needed to synthesize the given product. From a dataset of Full USPTO retrosynthesis dataset with 1.9M reactions from patents (1976-2016). (1) Given the product [C:34]([O:33][C:31](=[O:32])[CH2:30][N:15]([S:16]([C:19]1[CH:24]=[C:23]([O:25][CH3:26])[CH:22]=[CH:21][C:20]=1[O:27][CH3:28])(=[O:18])=[O:17])[C:12]1[S:13][CH:14]=[C:10]([C:7]2[CH:8]=[CH:9][C:4]([CH:1]([CH3:3])[CH3:2])=[CH:5][CH:6]=2)[N:11]=1)([CH3:37])([CH3:36])[CH3:35], predict the reactants needed to synthesize it. The reactants are: [CH:1]([C:4]1[CH:9]=[CH:8][C:7]([C:10]2[N:11]=[C:12]([NH:15][S:16]([C:19]3[CH:24]=[C:23]([O:25][CH3:26])[CH:22]=[CH:21][C:20]=3[O:27][CH3:28])(=[O:18])=[O:17])[S:13][CH:14]=2)=[CH:6][CH:5]=1)([CH3:3])[CH3:2].Br[CH2:30][C:31]([O:33][C:34]([CH3:37])([CH3:36])[CH3:35])=[O:32].C(=O)([O-])[O-].[K+].[K+]. (2) The reactants are: [NH2:1][C:2]1[CH:3]=[C:4]([C:11]([N:13]2[CH2:18][CH2:17][CH:16]([C:19]3[CH:24]=[CH:23][C:22]([C:25]4[CH:26]=[N:27][N:28]([CH3:30])[CH:29]=4)=[CH:21][CH:20]=3)[CH2:15][CH2:14]2)=[O:12])[CH:5]=[CH:6][C:7]=1[N:8]([CH3:10])[CH3:9].C(N(CC)CC)C.[CH:38]1([C:41](Cl)=[O:42])[CH2:40][CH2:39]1. Given the product [CH3:10][N:8]([CH3:9])[C:7]1[CH:6]=[CH:5][C:4]([C:11]([N:13]2[CH2:14][CH2:15][CH:16]([C:19]3[CH:24]=[CH:23][C:22]([C:25]4[CH:26]=[N:27][N:28]([CH3:30])[CH:29]=4)=[CH:21][CH:20]=3)[CH2:17][CH2:18]2)=[O:12])=[CH:3][C:2]=1[NH:1][C:41]([CH:38]1[CH2:40][CH2:39]1)=[O:42], predict the reactants needed to synthesize it. (3) The reactants are: [F:1][C:2]([F:18])([F:17])[C:3]1[CH:4]=[C:5]([C:9]2[CH:14]=[CH:13][C:12]([CH2:15][NH2:16])=[CH:11][CH:10]=2)[CH:6]=[CH:7][CH:8]=1.[F:19][C:20]1[CH:25]=[CH:24][C:23]([S:26]([N:29]([CH2:33][C:34](O)=[O:35])[CH:30]([CH3:32])[CH3:31])(=[O:28])=[O:27])=[CH:22][CH:21]=1.CN(C(ON1N=NC2C=CC=NC1=2)=[N+](C)C)C.F[P-](F)(F)(F)(F)F.C(N(CC)C(C)C)(C)C.OS([O-])(=O)=O.[K+]. Given the product [F:19][C:20]1[CH:21]=[CH:22][C:23]([S:26]([N:29]([CH:30]([CH3:32])[CH3:31])[CH2:33][C:34]([NH:16][CH2:15][C:12]2[CH:13]=[CH:14][C:9]([C:5]3[CH:6]=[CH:7][CH:8]=[C:3]([C:2]([F:17])([F:18])[F:1])[CH:4]=3)=[CH:10][CH:11]=2)=[O:35])(=[O:27])=[O:28])=[CH:24][CH:25]=1, predict the reactants needed to synthesize it. (4) The reactants are: [Cl:1][C:2]1[N:7]=[CH:6][C:5]([CH2:8][C:9]2([CH2:22][NH:23][C@@H:24]3[CH2:26][C@H:25]3[C:27]3[CH:32]=[CH:31][CH:30]=[CH:29][CH:28]=3)[CH2:14][CH2:13][N:12]([C:15]([O:17][C:18]([CH3:21])([CH3:20])[CH3:19])=[O:16])[CH2:11][CH2:10]2)=[CH:4][CH:3]=1.Cl[C:34]([O:36][CH2:37][CH:38]=[CH2:39])=[O:35].C(N(CC)C(C)C)(C)C. Given the product [CH2:37]([O:36][C:34]([N:23]([CH2:22][C:9]1([CH2:8][C:5]2[CH:6]=[N:7][C:2]([Cl:1])=[CH:3][CH:4]=2)[CH2:10][CH2:11][N:12]([C:15]([O:17][C:18]([CH3:19])([CH3:21])[CH3:20])=[O:16])[CH2:13][CH2:14]1)[C@@H:24]1[CH2:26][C@H:25]1[C:27]1[CH:28]=[CH:29][CH:30]=[CH:31][CH:32]=1)=[O:35])[CH:38]=[CH2:39], predict the reactants needed to synthesize it. (5) Given the product [NH2:2][C:1]1[C:3]2[CH:4]=[C:5]([C:10]([O:12][C:13]([CH3:16])([CH3:15])[CH3:14])=[O:11])[S:6][C:7]=2[NH:8][N:9]=1, predict the reactants needed to synthesize it. The reactants are: [C:1]([C:3]1[CH:4]=[C:5]([C:10]([O:12][C:13]([CH3:16])([CH3:15])[CH3:14])=[O:11])[S:6][C:7]=1[NH:8][NH2:9])#[N:2].Cl. (6) Given the product [CH3:24][S:25]([OH:28])(=[O:27])=[O:26].[CH3:20][C:17]1[CH:18]=[CH:19][C:14]([CH2:13][N:4]([C:2]([NH2:1])=[O:3])[NH2:5])=[CH:15][CH:16]=1, predict the reactants needed to synthesize it. The reactants are: [NH2:1][C:2]([N:4]([CH2:13][C:14]1[CH:19]=[CH:18][C:17]([CH3:20])=[CH:16][CH:15]=1)[NH:5]C(OC(C)(C)C)=O)=[O:3].ClCCl.[CH3:24][S:25]([OH:28])(=[O:27])=[O:26].O. (7) Given the product [CH3:24][C:20]1[N:19]=[C:18]([CH2:17][N:8]2[C:9]3[C:14](=[CH:13][CH:12]=[CH:11][CH:10]=3)[C:15](=[O:16])[C:6]([C:4]([C:27]3[CH:32]=[N:31][C:30]([C:33]([F:36])([F:35])[F:34])=[CH:29][CH:28]=3)=[O:5])=[CH:7]2)[CH:23]=[CH:22][CH:21]=1, predict the reactants needed to synthesize it. The reactants are: CON(C)[C:4]([C:6]1[C:15](=[O:16])[C:14]2[C:9](=[CH:10][CH:11]=[CH:12][CH:13]=2)[N:8]([CH2:17][C:18]2[CH:23]=[CH:22][CH:21]=[C:20]([CH3:24])[N:19]=2)[CH:7]=1)=[O:5].I[C:27]1[CH:28]=[CH:29][C:30]([C:33]([F:36])([F:35])[F:34])=[N:31][CH:32]=1.C([Mg]Cl)(C)C. (8) Given the product [Cl:51][C:52]1[CH:53]=[CH:54][C:55]([CH:58]2[CH2:60][CH:59]2[NH:61][C:18]([C:17]2[CH:16]=[CH:15][C:14]([O:13][C:12]3[CH:11]=[C:10]4[C:5]([CH:6]([C:23]([O:25][CH3:26])=[O:24])[CH2:7][CH2:8][O:9]4)=[CH:4][C:3]=3[C:1]#[N:2])=[CH:22][CH:21]=2)=[O:19])=[CH:56][CH:57]=1, predict the reactants needed to synthesize it. The reactants are: [C:1]([C:3]1[CH:4]=[C:5]2[C:10](=[CH:11][C:12]=1[O:13][C:14]1[CH:22]=[CH:21][C:17]([C:18](O)=[O:19])=[CH:16][CH:15]=1)[O:9][CH2:8][CH2:7][CH:6]2[C:23]([O:25][CH3:26])=[O:24])#[N:2].Cl.CN(C)CCCN=C=NCC.O.ON1C2C=CC=CC=2N=N1.Cl.[Cl:51][C:52]1[CH:57]=[CH:56][C:55]([CH:58]2[CH2:60][CH:59]2[NH2:61])=[CH:54][CH:53]=1.C(N(CC)CC)C. (9) Given the product [Cl:1][C:2]1[CH:3]=[C:4]2[CH2:15][C@@H:14]([CH2:16][C:17]([N:26]3[CH2:27][CH2:28][CH:29]([C:32]4[C:37](=[O:38])[NH:36][C:35]5[CH:39]=[CH:40][S:41][C:34]=5[CH:33]=4)[CH2:30][CH2:31]3)=[O:19])[C:13](=[O:20])[N:12]([CH2:21][C:22]([CH3:25])([CH3:23])[CH3:24])[CH2:11][C:5]2=[C:6]2[C:10]=1[NH:9][CH:47]=[CH:42]2, predict the reactants needed to synthesize it. The reactants are: [Cl:1][C:2]1[C:10]2[NH:9]N=C[C:6]=2[C:5]2[CH2:11][N:12]([CH2:21][C:22]([CH3:25])([CH3:24])[CH3:23])[C:13](=[O:20])[C@H:14]([CH2:16][C:17]([OH:19])=O)[CH2:15][C:4]=2[CH:3]=1.[NH:26]1[CH2:31][CH2:30][CH:29]([C:32]2[C:37](=[O:38])[NH:36][C:35]3[CH:39]=[CH:40][S:41][C:34]=3[CH:33]=2)[CH2:28][CH2:27]1.[CH:42]1C=CC2N(O)N=NC=2[CH:47]=1.C(Cl)CCl.CCN(C(C)C)C(C)C. (10) Given the product [CH2:11]([N:18]1[CH2:22][CH2:21][C:20]2([O:10][N:9]=[C:8]([C:2]3[CH:7]=[CH:6][CH:5]=[CH:4][CH:3]=3)[CH2:23]2)[CH2:19]1)[C:12]1[CH:17]=[CH:16][CH:15]=[CH:14][CH:13]=1, predict the reactants needed to synthesize it. The reactants are: Cl[C:2]1([CH:8]=[N:9][OH:10])[CH:7]=[CH:6][CH:5]=[CH:4][CH2:3]1.[CH2:11]([N:18]1[CH2:22][CH2:21][C:20](=[CH2:23])[CH2:19]1)[C:12]1[CH:17]=[CH:16][CH:15]=[CH:14][CH:13]=1.C(Cl)Cl.C(N(CC)CC)C.